Task: Regression/Classification. Given a drug SMILES string, predict its absorption, distribution, metabolism, or excretion properties. Task type varies by dataset: regression for continuous measurements (e.g., permeability, clearance, half-life) or binary classification for categorical outcomes (e.g., BBB penetration, CYP inhibition). Dataset: bbb_martins.. Dataset: Blood-brain barrier penetration binary classification data from Martins et al. (1) The molecule is C#C[C@]1(O)CC[C@H]2C3CCC4=Cc5c(cnn5-c5ccc(F)cc5)CC4(C)[C@H]3CCC21C. The result is 1 (penetrates BBB). (2) The drug is CCN(CC)C(C)=NN=Cc1c2c(O)c3c(O)c(C)c4c(c3c1O)C(=O)C(C)(OC=CC(OC)C(C)C(OC(C)=O)C(C)C(O)C(C)C(O)C(C)C=CC=C(C)C(=O)N2)O4. The result is 0 (does not penetrate BBB). (3) The compound is CN(C)CCCN1c2ccccc2CCc2ccccc21. The result is 1 (penetrates BBB). (4) The compound is CN(C)CCCC1c2ccccc2Nc2ccc(Cl)cc21. The result is 1 (penetrates BBB). (5) The molecule is OC(Br)(Br)CBr. The result is 1 (penetrates BBB). (6) The compound is O=C(CCCN1CCN(C(=O)OC2CCCCC2)CC1)c1ccc(F)cc1. The result is 1 (penetrates BBB).